This data is from Merck oncology drug combination screen with 23,052 pairs across 39 cell lines. The task is: Regression. Given two drug SMILES strings and cell line genomic features, predict the synergy score measuring deviation from expected non-interaction effect. (1) Drug 1: CC(=O)OC1C(=O)C2(C)C(O)CC3OCC3(OC(C)=O)C2C(OC(=O)c2ccccc2)C2(O)CC(OC(=O)C(O)C(NC(=O)c3ccccc3)c3ccccc3)C(C)=C1C2(C)C. Drug 2: CNC(=O)c1cc(Oc2ccc(NC(=O)Nc3ccc(Cl)c(C(F)(F)F)c3)cc2)ccn1. Cell line: UACC62. Synergy scores: synergy=0.570. (2) Cell line: SW620. Drug 1: Cc1nc(Nc2ncc(C(=O)Nc3c(C)cccc3Cl)s2)cc(N2CCN(CCO)CC2)n1. Drug 2: CNC(=O)c1cc(Oc2ccc(NC(=O)Nc3ccc(Cl)c(C(F)(F)F)c3)cc2)ccn1. Synergy scores: synergy=26.7. (3) Drug 1: CCN(CC)CCNC(=O)c1c(C)[nH]c(C=C2C(=O)Nc3ccc(F)cc32)c1C. Drug 2: CCc1c2c(nc3ccc(O)cc13)-c1cc3c(c(=O)n1C2)COC(=O)C3(O)CC. Cell line: T47D. Synergy scores: synergy=10.6. (4) Cell line: SKMES1. Synergy scores: synergy=7.88. Drug 2: Cc1nc(Nc2ncc(C(=O)Nc3c(C)cccc3Cl)s2)cc(N2CCN(CCO)CC2)n1. Drug 1: O=C(O)C1(Cc2cccc(Nc3nccs3)n2)CCC(Oc2cccc(Cl)c2F)CC1. (5) Drug 1: CN(Cc1cnc2nc(N)nc(N)c2n1)c1ccc(C(=O)NC(CCC(=O)O)C(=O)O)cc1. Drug 2: CNC(=O)c1cc(Oc2ccc(NC(=O)Nc3ccc(Cl)c(C(F)(F)F)c3)cc2)ccn1. Cell line: ZR751. Synergy scores: synergy=-13.8. (6) Drug 1: CC1CC2C3CCC4=CC(=O)C=CC4(C)C3(F)C(O)CC2(C)C1(O)C(=O)CO. Drug 2: N#Cc1ccc(Cn2cncc2CN2CCN(c3cccc(Cl)c3)C(=O)C2)cc1. Cell line: VCAP. Synergy scores: synergy=15.0. (7) Drug 1: CCC1(O)C(=O)OCc2c1cc1n(c2=O)Cc2cc3c(CN(C)C)c(O)ccc3nc2-1. Drug 2: Cn1cc(-c2cnn3c(N)c(Br)c(C4CCCNC4)nc23)cn1. Cell line: LNCAP. Synergy scores: synergy=-139. (8) Drug 1: CS(=O)(=O)CCNCc1ccc(-c2ccc3ncnc(Nc4ccc(OCc5cccc(F)c5)c(Cl)c4)c3c2)o1. Drug 2: NC1(c2ccc(-c3nc4ccn5c(=O)[nH]nc5c4cc3-c3ccccc3)cc2)CCC1. Cell line: UWB1289BRCA1. Synergy scores: synergy=35.6. (9) Drug 1: O=C(O)C1(Cc2cccc(Nc3nccs3)n2)CCC(Oc2cccc(Cl)c2F)CC1. Drug 2: NC1(c2ccc(-c3nc4ccn5c(=O)[nH]nc5c4cc3-c3ccccc3)cc2)CCC1. Cell line: T47D. Synergy scores: synergy=-10.8.